Dataset: Reaction yield outcomes from USPTO patents with 853,638 reactions. Task: Predict the reaction yield, written as a fraction of the theoretical maximum amount of product (1.0 means a 100% yield; for example, 0.34 means a 34% yield). The reactants are Br[C:2]1[S:6][C:5]([NH:7][C:8]([NH:10][C:11]2[CH:16]=[CH:15][C:14]([CH3:17])=[CH:13][C:12]=2[C:18]([CH:20]2[CH2:24][CH2:23][CH2:22][CH2:21]2)=[O:19])=[O:9])=[N:4][CH:3]=1.[SH:25][C:26]1[CH:31]=[CH:30][C:29]([CH2:32][C:33]([OH:35])=[O:34])=[CH:28][CH:27]=1. No catalyst specified. The product is [CH:20]1([C:18]([C:12]2[CH:13]=[C:14]([CH3:17])[CH:15]=[CH:16][C:11]=2[NH:10][C:8](=[O:9])[NH:7][C:5]2[S:6][C:2]([S:25][C:26]3[CH:27]=[CH:28][C:29]([CH2:32][C:33]([OH:35])=[O:34])=[CH:30][CH:31]=3)=[CH:3][N:4]=2)=[O:19])[CH2:24][CH2:23][CH2:22][CH2:21]1. The yield is 0.300.